From a dataset of Forward reaction prediction with 1.9M reactions from USPTO patents (1976-2016). Predict the product of the given reaction. (1) Given the reactants [CH2:1]([O:8][C:9]([C@@:11]1([CH2:22][C:23]2[CH:28]=[CH:27][CH:26]=[C:25]([C:29]#[N:30])[CH:24]=2)[CH2:15][O:14][C@@H](C(C)(C)C)[N:12]1C=O)=[O:10])[C:2]1[CH:7]=[CH:6][CH:5]=[CH:4][CH:3]=1.CO.Cl, predict the reaction product. The product is: [CH2:1]([O:8][C:9](=[O:10])[C@:11]([NH2:12])([CH2:22][C:23]1[CH:28]=[CH:27][CH:26]=[C:25]([C:29]#[N:30])[CH:24]=1)[CH2:15][OH:14])[C:2]1[CH:3]=[CH:4][CH:5]=[CH:6][CH:7]=1. (2) The product is: [NH2:26][C:14]1[N:13]=[CH:12][C:11]([C:8]2[CH:7]=[CH:6][C:5]([C:4]([OH:27])=[O:3])=[CH:10][CH:9]=2)=[CH:16][C:15]=1[C:17](=[O:25])[NH:18][C:19]1[CH:24]=[CH:23][N:22]=[CH:21][CH:20]=1. Given the reactants C([O:3][C:4](=[O:27])[C:5]1[CH:10]=[CH:9][C:8]([C:11]2[CH:12]=[N:13][C:14]([NH2:26])=[C:15]([C:17](=[O:25])[NH:18][C:19]3[CH:24]=[CH:23][N:22]=[CH:21][CH:20]=3)[CH:16]=2)=[CH:7][CH:6]=1)C.[OH-].[Na+], predict the reaction product. (3) The product is: [CH3:1][N:2]1[C:3](=[O:24])[CH2:4][O:5][C:6]2[CH:11]=[C:10]3[C:12]4([C:20]5[C:15](=[CH:16][CH:17]=[CH:18][CH:19]=5)[N:14]([CH2:36][C@H:37]5[CH2:41][CH2:40][CH2:39][O:38]5)[C:13]4=[O:21])[CH2:22][O:23][C:9]3=[CH:8][C:7]1=2. Given the reactants [CH3:1][N:2]1[C:7]2[CH:8]=[C:9]3[O:23][CH2:22][C:12]4([C:20]5[C:15](=[CH:16][CH:17]=[CH:18][CH:19]=5)[NH:14][C:13]4=[O:21])[C:10]3=[CH:11][C:6]=2[O:5][CH2:4][C:3]1=[O:24].CC1C=CC(S(O[CH2:36][C@H:37]2[CH2:41][CH2:40][CH2:39][O:38]2)(=O)=O)=CC=1.BrCC1OC(C(F)(F)F)=CC=1, predict the reaction product.